Dataset: Peptide-MHC class I binding affinity with 185,985 pairs from IEDB/IMGT. Task: Regression. Given a peptide amino acid sequence and an MHC pseudo amino acid sequence, predict their binding affinity value. This is MHC class I binding data. (1) The peptide sequence is MMESARPEDV. The MHC is HLA-A26:01 with pseudo-sequence HLA-A26:01. The binding affinity (normalized) is 0. (2) The peptide sequence is EVIPYTPAM. The MHC is HLA-B15:01 with pseudo-sequence HLA-B15:01. The binding affinity (normalized) is 0.217. (3) The binding affinity (normalized) is 0.0847. The MHC is HLA-B58:01 with pseudo-sequence HLA-B58:01. The peptide sequence is WTLETLPRV.